From a dataset of Full USPTO retrosynthesis dataset with 1.9M reactions from patents (1976-2016). Predict the reactants needed to synthesize the given product. (1) Given the product [F:25][C:19]1[CH:20]=[C:21]([NH:24][C:48]([C:45]2[C:46](=[O:47])[N:41]([C:38]3[CH:39]=[CH:40][C:35]([F:34])=[CH:36][CH:37]=3)[N:42]=[CH:43][CH:44]=2)=[O:49])[CH:22]=[CH:23][C:18]=1[O:17][C:16]1[CH:15]=[CH:14][N:13]=[C:12]2[N:8]([CH2:7][C:6]3[CH:5]=[CH:4][C:3]([O:2][CH3:1])=[CH:33][CH:32]=3)[N:9]=[C:10]([C:26]3[N:30]([CH3:31])[CH:29]=[N:28][CH:27]=3)[C:11]=12, predict the reactants needed to synthesize it. The reactants are: [CH3:1][O:2][C:3]1[CH:33]=[CH:32][C:6]([CH2:7][N:8]2[C:12]3=[N:13][CH:14]=[CH:15][C:16]([O:17][C:18]4[CH:23]=[CH:22][C:21]([NH2:24])=[CH:20][C:19]=4[F:25])=[C:11]3[C:10]([C:26]3[N:30]([CH3:31])[CH:29]=[N:28][CH:27]=3)=[N:9]2)=[CH:5][CH:4]=1.[F:34][C:35]1[CH:40]=[CH:39][C:38]([N:41]2[C:46](=[O:47])[C:45]([C:48](O)=[O:49])=[CH:44][CH:43]=[N:42]2)=[CH:37][CH:36]=1.Cl.C(N=C=NCCCN(C)C)C.O.N1(O)C2C=CC=CC=2N=N1.C(N(C(C)C)C(C)C)C. (2) Given the product [ClH:28].[ClH:24].[NH2:1][CH2:2][CH2:3][S:4]([C:7]1[CH:16]=[C:15]([C:17]2[CH:22]=[CH:21][C:20]([OH:23])=[CH:19][CH:18]=2)[CH:14]=[C:13]2[C:8]=1[CH:9]=[CH:10][N:11]=[CH:12]2)(=[O:5])=[O:6], predict the reactants needed to synthesize it. The reactants are: [NH2:1][CH2:2][CH2:3][S:4]([C:7]1[CH:16]=[C:15]([C:17]2[CH:22]=[CH:21][C:20]([OH:23])=[CH:19][CH:18]=2)[CH:14]=[C:13]2[C:8]=1[CH:9]=[CH:10][N:11]=[CH:12]2)(=[O:6])=[O:5].[ClH:24].C([Cl:28])(=O)C.C(OCC)(=O)C. (3) Given the product [CH3:1][C:2]1[CH:10]=[CH:9][C:8]2[N:7]([C:19]3[CH:20]=[C:21]4[C:26](=[CH:27][CH:28]=3)[N:25]=[CH:24][CH:23]=[CH:22]4)[C:6]3[CH:11]4[CH2:12][CH2:13][N:14]([CH2:15][C:5]=3[C:4]=2[CH:3]=1)[CH2:16][CH2:17]4, predict the reactants needed to synthesize it. The reactants are: [CH3:1][C:2]1[CH:10]=[CH:9][C:8]2[NH:7][C:6]3[CH:11]4[CH2:17][CH2:16][N:14]([CH2:15][C:5]=3[C:4]=2[CH:3]=1)[CH2:13][CH2:12]4.Br[C:19]1[CH:20]=[C:21]2[C:26](=[CH:27][CH:28]=1)[N:25]=[CH:24][CH:23]=[CH:22]2. (4) Given the product [OH:15][CH:13]([C:3]1[O:4][C:5](=[O:12])[C:6]2[C:11]([C:2]=1[C:24]1[CH2:29][CH2:28][N:27]([C:30]([O:32][C:33]([CH3:36])([CH3:35])[CH3:34])=[O:31])[CH2:26][CH:25]=1)=[CH:10][CH:9]=[CH:8][CH:7]=2)[CH3:14], predict the reactants needed to synthesize it. The reactants are: Br[C:2]1[C:11]2[C:6](=[CH:7][CH:8]=[CH:9][CH:10]=2)[C:5](=[O:12])[O:4][C:3]=1[CH:13]([OH:15])[CH3:14].CC1(C)C(C)(C)OB([C:24]2[CH2:29][CH2:28][N:27]([C:30]([O:32][C:33]([CH3:36])([CH3:35])[CH3:34])=[O:31])[CH2:26][CH:25]=2)O1.C([O-])([O-])=O.[Cs+].[Cs+].